This data is from Reaction yield outcomes from USPTO patents with 853,638 reactions. The task is: Predict the reaction yield, written as a fraction of the theoretical maximum amount of product (1.0 means a 100% yield; for example, 0.34 means a 34% yield). (1) The catalyst is C(O)C. The product is [NH2:1][C:4]1[CH:8]=[CH:7][N:6]([CH:9]2[CH2:10][N:11]([C:13]([O:15][C:16]([CH3:19])([CH3:18])[CH3:17])=[O:14])[CH2:12]2)[N:5]=1. The yield is 1.00. The reactants are [N+:1]([C:4]1[CH:8]=[CH:7][N:6]([CH:9]2[CH2:12][N:11]([C:13]([O:15][C:16]([CH3:19])([CH3:18])[CH3:17])=[O:14])[CH2:10]2)[N:5]=1)([O-])=O. (2) The reactants are [F:1][C:2]1[C:3]([NH:12][C:13]2[CH:18]=[CH:17][C:16]([C:19]#[C:20][Si](C)(C)C)=[CH:15][C:14]=2[F:25])=[C:4]([CH:8]=[CH:9][C:10]=1[F:11])[C:5]([OH:7])=[O:6].C([O-])([O-])=O.[K+].[K+]. The catalyst is CO. The product is [F:1][C:2]1[C:3]([NH:12][C:13]2[CH:18]=[CH:17][C:16]([C:19]#[CH:20])=[CH:15][C:14]=2[F:25])=[C:4]([CH:8]=[CH:9][C:10]=1[F:11])[C:5]([OH:7])=[O:6]. The yield is 0.990.